This data is from Forward reaction prediction with 1.9M reactions from USPTO patents (1976-2016). The task is: Predict the product of the given reaction. (1) Given the reactants CCC.[CH3:4][C:5]1([C:10]2[S:11][CH:12]=[CH:13][CH:14]=2)[O:9][CH2:8][CH2:7][O:6]1.[F:15][C:16]1[CH:23]=[CH:22][C:19]([CH:20]=[O:21])=[CH:18][CH:17]=1.[Cl-].[NH4+], predict the reaction product. The product is: [F:15][C:16]1[CH:23]=[CH:22][C:19]([CH:20]([OH:21])[C:12]2[S:11][C:10]([C:5]3([CH3:4])[O:6][CH2:7][CH2:8][O:9]3)=[CH:14][CH:13]=2)=[CH:18][CH:17]=1. (2) Given the reactants [CH2:1]([C:3]1[NH:8][C:7]([CH3:9])=[C:6]([C:10]([C:12]2[S:13][CH:14]=[CH:15][CH:16]=2)=[O:11])[C:5](=O)[CH:4]=1)[CH3:2].P(Cl)(Cl)([Cl:20])=O, predict the reaction product. The product is: [Cl:20][C:5]1[CH:4]=[C:3]([CH2:1][CH3:2])[N:8]=[C:7]([CH3:9])[C:6]=1[C:10]([C:12]1[S:13][CH:14]=[CH:15][CH:16]=1)=[O:11]. (3) Given the reactants Cl.[CH2:2]([N:5]1[C:15]2[C:10](=[CH:11][CH:12]=[CH:13][CH:14]=2)[CH2:9][C@H:8]([NH2:16])[C:6]1=[O:7])[CH:3]=[CH2:4].[Cl:17][C:18]1[CH:19]=[C:20]2[C:24](=[CH:25][CH:26]=1)[NH:23][C:22]([C:27](O)=[O:28])=[CH:21]2.ON1C2N=CC=CC=2N=N1.Cl.CN(C)CCCN=C=NCC.C(N(C(C)C)CC)(C)C, predict the reaction product. The product is: [CH2:2]([N:5]1[C:15]2[C:10](=[CH:11][CH:12]=[CH:13][CH:14]=2)[CH2:9][C@H:8]([NH:16][C:27]([C:22]2[NH:23][C:24]3[C:20]([CH:21]=2)=[CH:19][C:18]([Cl:17])=[CH:26][CH:25]=3)=[O:28])[C:6]1=[O:7])[CH:3]=[CH2:4]. (4) The product is: [Cl:1][C:2]1[CH:42]=[CH:41][C:5]2[NH:6][C:7]([C@@H:9]([NH:15][C:16](=[O:40])[C:17]3[CH:22]=[CH:21][C:20]([C:23]([N:25]4[CH2:29][CH2:28][CH2:27][C@H:26]4[CH2:30][NH2:31])=[O:24])=[C:19]([Cl:39])[CH:18]=3)[CH2:10][CH2:11][S:12]([CH3:14])=[O:13])=[N:8][C:4]=2[CH:3]=1. Given the reactants [Cl:1][C:2]1[CH:42]=[CH:41][C:5]2[NH:6][C:7]([C@@H:9]([NH:15][C:16](=[O:40])[C:17]3[CH:22]=[CH:21][C:20]([C:23]([N:25]4[CH2:29][CH2:28][CH2:27][C@H:26]4[CH2:30][NH:31]C(OC(C)(C)C)=O)=[O:24])=[C:19]([Cl:39])[CH:18]=3)[CH2:10][CH2:11][S:12]([CH3:14])=[O:13])=[N:8][C:4]=2[CH:3]=1.FC(F)(F)C(O)=O.ClCCl.CO.N.ClCl, predict the reaction product. (5) Given the reactants [CH3:1][O:2][C:3]1[CH:4]=[C:5]([C:15]2[N:19]3[CH2:20][CH2:21][CH2:22][CH:23]([C:24]([O:26][CH2:27][CH3:28])=[O:25])[C:18]3=[N:17][N:16]=2)[CH:6]=[CH:7][C:8]=1[C:9]1[O:13][C:12]([CH3:14])=[N:11][CH:10]=1.[H-].[Na+].[Cl:31]N1C(=O)CCC1=O.[Cl-].[NH4+], predict the reaction product. The product is: [Cl:31][C:23]1([C:24]([O:26][CH2:27][CH3:28])=[O:25])[CH2:22][CH2:21][CH2:20][N:19]2[C:15]([C:5]3[CH:6]=[CH:7][C:8]([C:9]4[O:13][C:12]([CH3:14])=[N:11][CH:10]=4)=[C:3]([O:2][CH3:1])[CH:4]=3)=[N:16][N:17]=[C:18]12. (6) Given the reactants [F:1][C:2]([F:37])([F:36])[C:3]1[CH:4]=[C:5]([C@H:13]([O:15][C@H:16]2[CH2:25][CH2:24][C:23]3[N:22]=[C:21]([C:26](=[O:28])[CH3:27])[CH:20]=[CH:19][C:18]=3[C@@H:17]2[C:29]2[CH:34]=[CH:33][C:32]([F:35])=[CH:31][CH:30]=2)[CH3:14])[CH:6]=[C:7]([C:9]([F:12])([F:11])[F:10])[CH:8]=1.[BH4-].[Na+], predict the reaction product. The product is: [F:12][C:9]([F:10])([F:11])[C:7]1[CH:6]=[C:5]([C@H:13]([O:15][C@H:16]2[CH2:25][CH2:24][C:23]3[N:22]=[C:21]([CH:26]([OH:28])[CH3:27])[CH:20]=[CH:19][C:18]=3[C@@H:17]2[C:29]2[CH:30]=[CH:31][C:32]([F:35])=[CH:33][CH:34]=2)[CH3:14])[CH:4]=[C:3]([C:2]([F:1])([F:36])[F:37])[CH:8]=1. (7) The product is: [Cl:2][C:3]1[CH:4]=[CH:5][C:6]2[N:12]3[C:13]([CH2:16][CH3:17])=[N:14][N:15]=[C:11]3[CH:10]([CH2:18][C:19]([OH:21])=[O:20])[O:9][CH:8]([C:24]3[CH:29]=[CH:28][CH:27]=[C:26]([O:30][CH3:31])[C:25]=3[O:32][CH3:33])[C:7]=2[CH:34]=1. Given the reactants Cl.[Cl:2][C:3]1[CH:4]=[CH:5][C:6]2[N:12]3[C:13]([CH2:16][CH3:17])=[N:14][N:15]=[C:11]3[CH:10]([CH2:18][C:19]([O:21]CC)=[O:20])[O:9][CH:8]([C:24]3[CH:29]=[CH:28][CH:27]=[C:26]([O:30][CH3:31])[C:25]=3[O:32][CH3:33])[C:7]=2[CH:34]=1, predict the reaction product.